Dataset: Forward reaction prediction with 1.9M reactions from USPTO patents (1976-2016). Task: Predict the product of the given reaction. Given the reactants [NH3:1].C[O:3][C:4]([C:6]1[N:11]=[C:10]([N:12]2[CH2:17][CH2:16][O:15][CH:14]([C:18]3[CH:23]=[CH:22][C:21]([O:24][C:25]4[CH:30]=[CH:29][C:28]([F:31])=[CH:27][CH:26]=4)=[CH:20][CH:19]=3)[CH2:13]2)[CH:9]=[CH:8][CH:7]=1)=O, predict the reaction product. The product is: [F:31][C:28]1[CH:27]=[CH:26][C:25]([O:24][C:21]2[CH:22]=[CH:23][C:18]([CH:14]3[O:15][CH2:16][CH2:17][N:12]([C:10]4[CH:9]=[CH:8][CH:7]=[C:6]([C:4]([NH2:1])=[O:3])[N:11]=4)[CH2:13]3)=[CH:19][CH:20]=2)=[CH:30][CH:29]=1.